Dataset: Full USPTO retrosynthesis dataset with 1.9M reactions from patents (1976-2016). Task: Predict the reactants needed to synthesize the given product. (1) Given the product [F:27][C:24]([F:25])([F:26])[S:21]([NH:20][CH2:19][CH2:18][C:16]1[S:17][C:13]([C:10]2[CH:9]=[CH:8][C:7]([NH:6][C:4]([CH:3]3[CH2:28][CH2:29][CH2:30][CH2:31][CH2:2]3)=[O:5])=[CH:12][CH:11]=2)=[CH:14][N:15]=1)(=[O:23])=[O:22], predict the reactants needed to synthesize it. The reactants are: Cl[C:2]1[CH:31]=[CH:30][CH:29]=[CH:28][C:3]=1[C:4]([NH:6][C:7]1[CH:12]=[CH:11][C:10]([C:13]2[S:17][C:16]([CH2:18][CH2:19][NH:20][S:21]([C:24]([F:27])([F:26])[F:25])(=[O:23])=[O:22])=[N:15][CH:14]=2)=[CH:9][CH:8]=1)=[O:5].NC1C=CC(C2SC(CCNS(C(F)(F)F)(=O)=O)=NC=2)=CC=1.C1(C(Cl)=O)CCCCC1. (2) Given the product [S:20]([O:1][CH2:2][CH2:3][CH2:4]/[CH:5]=[CH:6]/[C:7]([O:9][CH2:10][CH3:11])=[O:8])(=[O:22])(=[O:21])[NH2:23], predict the reactants needed to synthesize it. The reactants are: [OH:1][CH2:2][CH2:3][CH2:4]/[CH:5]=[CH:6]/[C:7]([O:9][CH2:10][CH3:11])=[O:8].CCN(CC)CC.Cl[S:20]([N:23]=C=O)(=[O:22])=[O:21].C(O)=O. (3) Given the product [NH2:1][C@H:4](/[C:31](/[CH3:39])=[CH:32]/[C:33]1[N:34]=[C:35]([CH3:38])[S:36][CH:37]=1)[CH2:5][C@@H:6]1[O:30][C@:7]1([CH3:29])[CH2:8][CH2:9][C:10](=[O:28])[C@H:11]([CH3:27])[C@H:12]([OH:26])[C@@H:13]([CH3:25])[C:14](=[O:24])[C:15]([CH3:22])([CH3:23])[C@@H:16]([OH:21])[CH2:17][C:18]([OH:20])=[O:19], predict the reactants needed to synthesize it. The reactants are: [N:1]([C@H:4](/[C:31](/[CH3:39])=[CH:32]/[C:33]1[N:34]=[C:35]([CH3:38])[S:36][CH:37]=1)[CH2:5][C@@H:6]1[O:30][C@:7]1([CH3:29])[CH2:8][CH2:9][C:10](=[O:28])[C@H:11]([CH3:27])[C@H:12]([OH:26])[C@@H:13]([CH3:25])[C:14](=[O:24])[C:15]([CH3:23])([CH3:22])[C@@H:16]([OH:21])[CH2:17][C:18]([OH:20])=[O:19])=[N+]=[N-].CP(C)C. (4) Given the product [Cl:1][C:2]1[CH:3]=[N:4][C:5]2[N:6]([N:8]=[C:9]([CH:11]=[O:12])[N:10]=2)[CH:7]=1, predict the reactants needed to synthesize it. The reactants are: [Cl:1][C:2]1[CH:3]=[N:4][C:5]2[N:6]([N:8]=[C:9]([CH2:11][OH:12])[N:10]=2)[CH:7]=1.CC1(C)N([O])C(C)(C)CCC1.C(O)(=O)C.C(O)(=O)C.IC1C=CC=CC=1.COC(C)(C)C. (5) Given the product [CH3:10][S:9][C:4]1[S:5][C:6]2[C:7](=[O:16])[NH:8][CH:17]=[N:1][C:2]=2[N:3]=1, predict the reactants needed to synthesize it. The reactants are: [NH2:1][C:2]1[N:3]=[C:4]([S:9][CH3:10])[S:5][C:6]=1[C:7]#[N:8].S(=O)(=O)(O)O.[OH2:16].[CH:17](O)=O. (6) Given the product [OH:23][CH:18]([C:17]1[CH:16]=[CH:15][C:14]([NH:24][C:25]([C:27]2[CH:32]=[CH:31][CH:30]=[CH:29][N:28]=2)=[O:26])=[CH:13][C:12]=1[F:11])[CH2:19][CH:20]([CH3:22])[CH2:21][OH:33], predict the reactants needed to synthesize it. The reactants are: B.CSC.C1CCCCC=1.[F:11][C:12]1[CH:13]=[C:14]([NH:24][C:25]([C:27]2[CH:32]=[CH:31][CH:30]=[CH:29][N:28]=2)=[O:26])[CH:15]=[CH:16][C:17]=1[CH:18]([OH:23])[CH2:19][C:20]([CH3:22])=[CH2:21].[OH-:33].[Na+].OO.[Cl-].[NH4+].